From a dataset of Full USPTO retrosynthesis dataset with 1.9M reactions from patents (1976-2016). Predict the reactants needed to synthesize the given product. (1) The reactants are: [Cl:1][C:2]1[CH:3]=[C:4]([OH:11])[C:5](=[C:8]([Cl:10])[CH:9]=1)[CH:6]=[O:7].C([O-])([O-])=O.[Cs+].[Cs+].Br[CH2:19][CH2:20][O:21][C:22](=[O:24])[CH3:23]. Given the product [C:22]([O:21][CH2:20][CH2:19][O:11][C:4]1[CH:3]=[C:2]([Cl:1])[CH:9]=[C:8]([Cl:10])[C:5]=1[CH:6]=[O:7])(=[O:24])[CH3:23], predict the reactants needed to synthesize it. (2) Given the product [CH:17]1([C:15]2[CH:16]=[C:11]3[C:10]([C:20]([NH2:22])=[O:21])=[N:9][N:8]([C:4]4[CH:5]=[CH:6][CH:7]=[C:2]([C:24]#[C:23][C@:25]5([OH:32])[CH2:29][CH2:28][N:27]([CH3:30])[C:26]5=[O:31])[CH:3]=4)[C:12]3=[N:13][CH:14]=2)[CH2:19][CH2:18]1, predict the reactants needed to synthesize it. The reactants are: Br[C:2]1[CH:3]=[C:4]([N:8]2[C:12]3=[N:13][CH:14]=[C:15]([CH:17]4[CH2:19][CH2:18]4)[CH:16]=[C:11]3[C:10]([C:20]([NH2:22])=[O:21])=[N:9]2)[CH:5]=[CH:6][CH:7]=1.[C:23]([C@:25]1([OH:32])[CH2:29][CH2:28][N:27]([CH3:30])[C:26]1=[O:31])#[CH:24]. (3) Given the product [Cl:1][C:2]1[CH:3]=[CH:4][C:5]([C:8]2[CH:12]([C:13]3[CH:14]=[CH:15][CH:16]=[CH:17][CH:18]=3)[CH2:11][N:10]([CH2:40][CH2:39][S:36]([C:32]3[CH:33]=[CH:34][CH:35]=[C:30]([C:29]([F:42])([F:28])[F:43])[CH:31]=3)(=[O:37])=[O:38])[N:9]=2)=[CH:6][CH:7]=1, predict the reactants needed to synthesize it. The reactants are: [Cl:1][C:2]1[CH:7]=[CH:6][C:5]([C:8]2[CH:12]([C:13]3[CH:18]=[CH:17][CH:16]=[CH:15][CH:14]=3)[CH2:11][NH:10][N:9]=2)=[CH:4][CH:3]=1.N1C(C)=CC(C)=CC=1C.[F:28][C:29]([F:43])([F:42])[C:30]1[CH:31]=[C:32]([S:36]([CH2:39][CH2:40]Cl)(=[O:38])=[O:37])[CH:33]=[CH:34][CH:35]=1.